From a dataset of Forward reaction prediction with 1.9M reactions from USPTO patents (1976-2016). Predict the product of the given reaction. (1) Given the reactants FC(F)(F)C(O)=O.[NH2:8][C:9]1[CH:10]=[CH:11][C:12]([F:40])=[C:13]([C:15]23[CH2:23][N:22](C(OC(C)(C)C)=O)[CH2:21][CH:20]2[CH2:19][S:18][C:17]([NH:31][C:32](=[O:39])[C:33]2[CH:38]=[CH:37][CH:36]=[CH:35][CH:34]=2)=[N:16]3)[CH:14]=1, predict the reaction product. The product is: [NH3:8].[NH2:8][C:9]1[CH:10]=[CH:11][C:12]([F:40])=[C:13]([C:15]23[CH2:23][NH:22][CH2:21][CH:20]2[CH2:19][S:18][C:17]([NH:31][C:32](=[O:39])[C:33]2[CH:38]=[CH:37][CH:36]=[CH:35][CH:34]=2)=[N:16]3)[CH:14]=1. (2) Given the reactants N12CCCN=C1CCCCC2.[CH2:12]([O:14][C:15](=[O:25])[CH2:16]P(OCC)(OCC)=O)[CH3:13].[Cl-].[Li+].[F:28][C:29]([F:41])([C:37]([F:40])([F:39])[F:38])[CH2:30][CH2:31][CH2:32][CH2:33][CH2:34][CH:35]=O, predict the reaction product. The product is: [CH2:12]([O:14][C:15](=[O:25])/[CH:16]=[CH:35]/[CH2:34][CH2:33][CH2:32][CH2:31][CH2:30][C:29]([F:28])([F:41])[C:37]([F:38])([F:39])[F:40])[CH3:13]. (3) Given the reactants CC1(C)C(C)(C)OB([C:9]2[O:10][C:11]([CH3:14])=[CH:12][CH:13]=2)O1.Cl[C:17]1[CH:22]=[CH:21][C:20]([C:23]2[C:32]3[C:27](=[CH:28][C:29]([S:33]([NH:36][C:37]4[CH:42]=[CH:41][N:40]=[CH:39][N:38]=4)(=[O:35])=[O:34])=[CH:30][CH:31]=3)[CH:26]=[CH:25][N:24]=2)=[C:19]([O:43][CH3:44])[CH:18]=1.P([O-])([O-])([O-])=O.[K+].[K+].[K+].O1CCOCC1, predict the reaction product. The product is: [CH3:44][O:43][C:19]1[CH:18]=[C:17]([C:9]2[O:10][C:11]([CH3:14])=[CH:12][CH:13]=2)[CH:22]=[CH:21][C:20]=1[C:23]1[C:32]2[C:27](=[CH:28][C:29]([S:33]([NH:36][C:37]3[CH:42]=[CH:41][N:40]=[CH:39][N:38]=3)(=[O:34])=[O:35])=[CH:30][CH:31]=2)[CH:26]=[CH:25][N:24]=1. (4) Given the reactants C([N:8]1[CH2:13][CH2:12][N:11]([C:14](=[O:29])[C:15]2[CH:20]=[C:19]([C:21]([F:24])([F:23])[F:22])[CH:18]=[C:17]([C:25]([F:28])([F:27])[F:26])[CH:16]=2)[C@H:10]([CH2:30][C:31]2[CH:36]=[CH:35][C:34]([CH3:37])=[C:33]([O:38][CH2:39][O:40][CH2:41][CH2:42][O:43][CH3:44])[CH:32]=2)[CH2:9]1)C1C=CC=CC=1, predict the reaction product. The product is: [F:28][C:25]([F:26])([F:27])[C:17]1[CH:16]=[C:15]([CH:20]=[C:19]([C:21]([F:22])([F:23])[F:24])[CH:18]=1)[C:14]([N:11]1[CH2:12][CH2:13][NH:8][CH2:9][C@H:10]1[CH2:30][C:31]1[CH:36]=[CH:35][C:34]([CH3:37])=[C:33]([O:38][CH2:39][O:40][CH2:41][CH2:42][O:43][CH3:44])[CH:32]=1)=[O:29]. (5) Given the reactants [NH2:1][C:2]1[CH:10]=[CH:9][CH:8]=[CH:7][C:3]=1[C:4]([OH:6])=[O:5].[CH:11](OC)(OC)OC.[N-:18]=[N+:19]=[N-:20].[Na+], predict the reaction product. The product is: [N:1]1([C:2]2[CH:10]=[CH:9][CH:8]=[CH:7][C:3]=2[C:4]([OH:6])=[O:5])[CH:11]=[N:20][N:19]=[N:18]1. (6) Given the reactants C[O:2][C:3](=[O:31])[CH2:4][N:5]1[C:13]2[C:8](=[CH:9][C:10]([F:14])=[CH:11][CH:12]=2)[C:7]([CH2:15][C:16]2[CH:21]=[CH:20][CH:19]=[CH:18][C:17]=2[S:22]([C:25]2[S:26][CH:27]=[CH:28][CH:29]=2)(=[O:24])=[O:23])=[C:6]1[CH3:30].O1CCCC1.[OH-].[Li+], predict the reaction product. The product is: [F:14][C:10]1[CH:9]=[C:8]2[C:13](=[CH:12][CH:11]=1)[N:5]([CH2:4][C:3]([OH:31])=[O:2])[C:6]([CH3:30])=[C:7]2[CH2:15][C:16]1[CH:21]=[CH:20][CH:19]=[CH:18][C:17]=1[S:22]([C:25]1[S:26][CH:27]=[CH:28][CH:29]=1)(=[O:23])=[O:24]. (7) The product is: [C:29]([O:32][CH2:33][C:34]1[C:35]([N:50]2[CH2:62][CH2:61][N:53]3[C:54]4[CH2:55][CH2:56][CH2:57][CH2:58][C:59]=4[CH:60]=[C:52]3[C:51]2=[O:63])=[CH:36][C:37]([F:49])=[CH:38][C:39]=1[C:2]1[CH:3]=[C:4]([NH:10][C:11]2[CH:16]=[CH:15][C:14]([N:17]3[CH2:22][CH2:21][N:20]([CH:23]4[CH2:26][O:25][CH2:24]4)[CH2:19][C@@H:18]3[CH2:27][CH3:28])=[CH:13][N:12]=2)[C:5](=[O:9])[N:6]([CH3:8])[CH:7]=1)(=[O:31])[CH3:30]. Given the reactants Br[C:2]1[CH:3]=[C:4]([NH:10][C:11]2[CH:16]=[CH:15][C:14]([N:17]3[CH2:22][CH2:21][N:20]([CH:23]4[CH2:26][O:25][CH2:24]4)[CH2:19][C@@H:18]3[CH2:27][CH3:28])=[CH:13][N:12]=2)[C:5](=[O:9])[N:6]([CH3:8])[CH:7]=1.[C:29]([O:32][CH2:33][C:34]1[C:39](B2OC(C)(C)C(C)(C)O2)=[CH:38][C:37]([F:49])=[CH:36][C:35]=1[N:50]1[CH2:62][CH2:61][N:53]2[C:54]3[CH2:55][CH2:56][CH2:57][CH2:58][C:59]=3[CH:60]=[C:52]2[C:51]1=[O:63])(=[O:31])[CH3:30].CC([O-])=O.[Na+].[O-]P([O-])([O-])=O.[K+].[K+].[K+], predict the reaction product. (8) Given the reactants [Cl:1][C:2]1[CH:12]=[CH:11][C:5]2[S:6][CH:7]=[C:8]([CH2:9][CH3:10])[C:4]=2[CH:3]=1.[C:13](Cl)(=[O:15])[CH3:14].[Al+3].[Cl-].[Cl-].[Cl-], predict the reaction product. The product is: [Cl:1][C:2]1[CH:12]=[CH:11][C:5]2[S:6][C:7]([C:13](=[O:15])[CH3:14])=[C:8]([CH2:9][CH3:10])[C:4]=2[CH:3]=1. (9) Given the reactants F[C:2]1[CH:7]=[C:6]([F:8])[CH:5]=[CH:4][C:3]=1[N+:9]([O-:11])=[O:10].[NH:12]1[CH2:17][CH2:16][CH2:15][CH2:14][CH2:13]1, predict the reaction product. The product is: [F:8][C:6]1[CH:5]=[CH:4][C:3]([N+:9]([O-:11])=[O:10])=[C:2]([N:12]2[CH2:17][CH2:16][CH2:15][CH2:14][CH2:13]2)[CH:7]=1.